This data is from Peptide-MHC class II binding affinity with 134,281 pairs from IEDB. The task is: Regression. Given a peptide amino acid sequence and an MHC pseudo amino acid sequence, predict their binding affinity value. This is MHC class II binding data. The peptide sequence is LSKTSNQSLGFENIE. The MHC is DRB1_0101 with pseudo-sequence DRB1_0101. The binding affinity (normalized) is 0.213.